This data is from CYP2D6 substrate classification data from Carbon-Mangels et al.. The task is: Regression/Classification. Given a drug SMILES string, predict its absorption, distribution, metabolism, or excretion properties. Task type varies by dataset: regression for continuous measurements (e.g., permeability, clearance, half-life) or binary classification for categorical outcomes (e.g., BBB penetration, CYP inhibition). Dataset: cyp2d6_substrate_carbonmangels. The compound is COc1ccc(Cl)cc1C(=O)NCCc1ccc(S(=O)(=O)NC(=O)NC2CCCCC2)cc1. The result is 0 (non-substrate).